This data is from Full USPTO retrosynthesis dataset with 1.9M reactions from patents (1976-2016). The task is: Predict the reactants needed to synthesize the given product. Given the product [F:1][C:2]1[CH:3]=[CH:4][C:5]([CH2:6][C:7]2([CH2:11][O:12][C:15]([NH:19][C@@H:20]([CH2:25][CH2:26][CH2:27][CH3:28])[C:21]([O:23][CH3:24])=[O:22])=[O:16])[CH2:8][CH2:9][CH2:10]2)=[CH:13][CH:14]=1, predict the reactants needed to synthesize it. The reactants are: [F:1][C:2]1[CH:14]=[CH:13][C:5]([CH2:6][C:7]2([CH2:11][OH:12])[CH2:10][CH2:9][CH2:8]2)=[CH:4][CH:3]=1.[C:15](Cl)(Cl)=[O:16].[NH2:19][C@@H:20]([CH2:25][CH2:26][CH2:27][CH3:28])[C:21]([O:23][CH3:24])=[O:22].C(N(CC)C(C)C)(C)C.